Dataset: Reaction yield outcomes from USPTO patents with 853,638 reactions. Task: Predict the reaction yield, written as a fraction of the theoretical maximum amount of product (1.0 means a 100% yield; for example, 0.34 means a 34% yield). (1) The yield is 0.540. The reactants are [Br:1][C:2]1[CH:3]=[CH:4][C:5]([NH2:8])=[N:6][CH:7]=1.C([Li])CCC.CCCCCC.Cl[Si:21]([CH3:29])([CH3:28])[CH2:22][CH2:23][Si:24](Cl)([CH3:26])[CH3:25].[Na+].[Cl-]. The product is [Br:1][C:2]1[CH:3]=[CH:4][C:5]([N:8]2[Si:24]([CH3:26])([CH3:25])[CH2:23][CH2:22][Si:21]2([CH3:29])[CH3:28])=[N:6][CH:7]=1. The catalyst is C1COCC1. (2) The reactants are [CH3:1][O:2][C:3]([C:5]1[NH:6][C:7]2[C:12]([CH:13]=1)=[CH:11][CH:10]=[C:9]([OH:14])[CH:8]=2)=[O:4].Cl.Cl[C:17]1[S:18][C:19]2[C:20]([N:25]=1)=[N:21][CH:22]=[CH:23][CH:24]=2.C([O-])([O-])=O.[Cs+].[Cs+]. The catalyst is CC#N.CN(C=O)C. The product is [CH3:1][O:2][C:3]([C:5]1[NH:6][C:7]2[C:12]([CH:13]=1)=[CH:11][CH:10]=[C:9]([O:14][C:17]1[S:18][C:19]3[C:20]([N:25]=1)=[N:21][CH:22]=[CH:23][CH:24]=3)[CH:8]=2)=[O:4]. The yield is 0.530. (3) The reactants are [NH2:1][C:2]1[CH:3]=[C:4]([N:15]2[CH2:20][CH2:19][N:18]([C:21]([O:23][C:24]([CH3:27])([CH3:26])[CH3:25])=[O:22])[CH2:17][CH2:16]2)[CH:5]=[CH:6][C:7]=1[S:8][C:9]1[CH:14]=[CH:13][CH:12]=[CH:11][CH:10]=1.[C:28](Cl)(=[O:30])[CH3:29].C(N(C(C)C)CC)(C)C.O. The catalyst is C(Cl)Cl.CN(C1C=CN=CC=1)C. The product is [C:28]([NH:1][C:2]1[CH:3]=[C:4]([N:15]2[CH2:16][CH2:17][N:18]([C:21]([O:23][C:24]([CH3:27])([CH3:26])[CH3:25])=[O:22])[CH2:19][CH2:20]2)[CH:5]=[CH:6][C:7]=1[S:8][C:9]1[CH:10]=[CH:11][CH:12]=[CH:13][CH:14]=1)(=[O:30])[CH3:29]. The yield is 0.990. (4) The reactants are [Br:1][C:2]1[CH:3]=[C:4]([C:10]2[CH:15]=[CH:14][C:13]([CH:16]=O)=[CH:12][CH:11]=2)[CH:5]=[CH:6][C:7]=1[O:8][CH3:9].[CH3:18][NH2:19].[O-]S([O-])(=O)=O.[Mg+2]. The catalyst is C(O)C.C(Cl)Cl. The product is [Br:1][C:2]1[CH:3]=[C:4]([C:10]2[CH:15]=[CH:14][C:13](/[CH:16]=[N:19]/[CH3:18])=[CH:12][CH:11]=2)[CH:5]=[CH:6][C:7]=1[O:8][CH3:9]. The yield is 0.980. (5) The reactants are Br[C:2]1[CH:3]=[C:4]2[C:9](=[CH:10][C:11]=1[F:12])[O:8][CH:7]([C:13]1[CH:18]=[CH:17][CH:16]=[CH:15][CH:14]=1)[CH2:6][C:5]2=[O:19].[F:20][C:21]1[C:26](B(O)O)=[CH:25][CH:24]=[CH:23][N:22]=1.C([O-])([O-])=O.[Na+].[Na+].C1C=CC(P(C2C=CC=CC=2)C2C=CC=CC=2)=CC=1. The catalyst is C1(C)C=CC=CC=1.CCO.Cl[Pd](Cl)([P](C1C=CC=CC=1)(C1C=CC=CC=1)C1C=CC=CC=1)[P](C1C=CC=CC=1)(C1C=CC=CC=1)C1C=CC=CC=1. The product is [F:12][C:11]1[CH:10]=[C:9]2[C:4]([C:5](=[O:19])[CH2:6][CH:7]([C:13]3[CH:18]=[CH:17][CH:16]=[CH:15][CH:14]=3)[O:8]2)=[CH:3][C:2]=1[C:26]1[C:21]([F:20])=[N:22][CH:23]=[CH:24][CH:25]=1. The yield is 0.230.